Dataset: Catalyst prediction with 721,799 reactions and 888 catalyst types from USPTO. Task: Predict which catalyst facilitates the given reaction. (1) Reactant: [CH:1]1[CH:2]=[CH:3][C:4]2[N:15]([C:16]([NH2:18])=[O:17])[C:14]3[CH:13]=[CH:12][CH:11]=[CH:10][C:9]=3[C@@H:8]([OH:19])[CH2:7][C:5]=2[CH:6]=1.C(N(CC)CC)C.CN(C1C=CC=CN=1)C.[C:36](OC(=O)C)(=[O:38])[CH3:37]. Product: [CH3:37][C:36]([O:19][C@@H:8]1[C:9]2[CH:10]=[CH:11][CH:12]=[CH:13][C:14]=2[N:15]([C:16]([NH2:18])=[O:17])[C:4]2[CH:3]=[CH:2][CH:1]=[CH:6][C:5]=2[CH2:7]1)=[O:38]. The catalyst class is: 229. (2) Reactant: [CH3:1][S:2]([C:5]1[C:10]([C:11]2[CH:16]=[CH:15][C:14]([OH:17])=[CH:13][CH:12]=2)=[C:9]([C:18]2[CH:23]=[CH:22][N:21]=[CH:20][CH:19]=2)[CH:8]=[CH:7][CH:6]=1)(=[O:4])=[O:3].C([O-])([O-])=O.[K+].[K+].Cl.Cl[CH2:32][C:33]1[CH:42]=[CH:41][C:40]2[C:35](=[CH:36][CH:37]=[CH:38][CH:39]=2)[N:34]=1. Product: [CH3:1][S:2]([C:5]1[C:10]([C:11]2[CH:12]=[CH:13][C:14]([O:17][CH2:32][C:33]3[CH:42]=[CH:41][C:40]4[C:35](=[CH:36][CH:37]=[CH:38][CH:39]=4)[N:34]=3)=[CH:15][CH:16]=2)=[C:9]([C:18]2[CH:19]=[CH:20][N:21]=[CH:22][CH:23]=2)[CH:8]=[CH:7][CH:6]=1)(=[O:4])=[O:3]. The catalyst class is: 10. (3) Reactant: O.C1(C)C=CC(S(O)(=O)=O)=CC=1.[CH3:13][CH:14]([OH:18])[CH:15]([OH:17])[CH3:16].[NH2:19][C:20]1[C:21]([C:27](=O)[CH3:28])=[CH:22][C:23]([Cl:26])=[N:24][CH:25]=1. Product: [Cl:26][C:23]1[N:24]=[CH:25][C:20]([NH2:19])=[C:21]([C:27]2([CH3:28])[O:18][CH:14]([CH3:13])[CH:15]([CH3:16])[O:17]2)[CH:22]=1. The catalyst class is: 133. (4) Reactant: [Br:1][C:2]1[CH:3]=[N:4][C:5]([O:8]N2C3=NC=CC=C3N=N2)=[N:6][CH:7]=1.[O:18]1[CH:22]=[CH:21][C:20](B(O)O)=[CH:19]1.C([O-])([O-])=O.[Cs+].[Cs+]. Product: [Br:1][C:2]1[CH:7]=[N:6][C:5]([O:8][C:20]2[CH:21]=[CH:22][O:18][CH:19]=2)=[N:4][CH:3]=1. The catalyst class is: 104. (5) Reactant: [CH3:1][S:2][C:3]1[C:4]2[S:11][CH:10]=[C:9]([C:12]([OH:14])=O)[C:5]=2[N:6]=[CH:7][N:8]=1.[CH3:15][O:16][C:17]1[CH:18]=[C:19]([CH:21]=[C:22]([O:24][CH3:25])[CH:23]=1)[NH2:20].C1C=CC2N(O)N=NC=2C=1.CCN=C=NCCCN(C)C. Product: [CH3:25][O:24][C:22]1[CH:21]=[C:19]([NH:20][C:12]([C:9]2[C:5]3[N:6]=[CH:7][N:8]=[C:3]([S:2][CH3:1])[C:4]=3[S:11][CH:10]=2)=[O:14])[CH:18]=[C:17]([O:16][CH3:15])[CH:23]=1. The catalyst class is: 47. (6) Reactant: Br[C:2]1[C:11]2[C:6](=[CH:7][CH:8]=[CH:9][CH:10]=2)[CH:5]=[CH:4][C:3]=1[O:12][C@H:13]1[CH2:17][N:16]([C:18](=[O:37])[C@H:19]([CH:31]2[CH2:36][CH2:35][CH2:34][CH2:33][CH2:32]2)[NH:20][C:21]([O:23][CH2:24][CH2:25][CH2:26][CH2:27][CH2:28][CH:29]=[CH2:30])=[O:22])[C@H:15]([C:38]([O:40][CH3:41])=[O:39])[CH2:14]1. Product: [CH:31]1([C@H:19]2[C:18](=[O:37])[N:16]3[CH2:17][C@@H:13]([CH2:14][C@H:15]3[C:38]([O:40][CH3:41])=[O:39])[O:12][C:3]3[CH:4]=[CH:5][C:6]4[C:11]([C:2]=3[C:29](=[CH2:30])[CH2:28][CH2:27][CH2:26][CH2:25][CH2:24][O:23][C:21](=[O:22])[NH:20]2)=[CH:10][CH:9]=[CH:8][CH:7]=4)[CH2:36][CH2:35][CH2:34][CH2:33][CH2:32]1. The catalyst class is: 14. (7) Reactant: [H-].[Na+].[CH:3]1([NH:6][C:7]2[CH:14]=[CH:13][C:10]([C:11]#[N:12])=[CH:9][N:8]=2)[CH2:5][CH2:4]1.[N:15]1[N:19]2[CH:20]=[CH:21][C:22]([S:24](Cl)(=[O:26])=[O:25])=[CH:23][C:18]2=[CH:17][CH:16]=1. Product: [C:11]([C:10]1[CH:13]=[CH:14][C:7]([N:6]([CH:3]2[CH2:4][CH2:5]2)[S:24]([C:22]2[CH:21]=[CH:20][N:19]3[N:15]=[CH:16][CH:17]=[C:18]3[CH:23]=2)(=[O:25])=[O:26])=[N:8][CH:9]=1)#[N:12]. The catalyst class is: 1. (8) Reactant: [Si:1]([O:8][CH2:9][C:10]1[CH:11]=[N:12][CH:13]=[CH:14][C:15]=1[NH:16][C:17](=[O:25])OC1C=CC=CC=1)([C:4]([CH3:7])([CH3:6])[CH3:5])([CH3:3])[CH3:2].CN(C1C=CC=CN=1)C.[CH3:35][CH:36]1[CH2:41][CH2:40][N:39]([C:42]2[C:47]([CH2:48][NH2:49])=[CH:46][CH:45]=[C:44]([C:50]([F:53])([F:52])[F:51])[N:43]=2)[CH2:38][CH2:37]1. Product: [Si:1]([O:8][CH2:9][C:10]1[CH:11]=[N:12][CH:13]=[CH:14][C:15]=1[NH:16][C:17]([NH:49][CH2:48][C:47]1[C:42]([N:39]2[CH2:40][CH2:41][CH:36]([CH3:35])[CH2:37][CH2:38]2)=[N:43][C:44]([C:50]([F:53])([F:51])[F:52])=[CH:45][CH:46]=1)=[O:25])([C:4]([CH3:5])([CH3:6])[CH3:7])([CH3:2])[CH3:3]. The catalyst class is: 10.